Dataset: Full USPTO retrosynthesis dataset with 1.9M reactions from patents (1976-2016). Task: Predict the reactants needed to synthesize the given product. (1) The reactants are: [OH:1][CH:2]1[CH2:5][N:4]([C:6]([C:8]2[O:9][C:10]([C:13]3[CH:18]=[CH:17][CH:16]=[CH:15][CH:14]=3)=[N:11][N:12]=2)=[O:7])[CH2:3]1.C(N(CC)CC)C.[CH3:26][S:27](Cl)(=[O:29])=[O:28]. Given the product [CH3:26][S:27]([O:1][CH:2]1[CH2:5][N:4]([C:6]([C:8]2[O:9][C:10]([C:13]3[CH:14]=[CH:15][CH:16]=[CH:17][CH:18]=3)=[N:11][N:12]=2)=[O:7])[CH2:3]1)(=[O:29])=[O:28], predict the reactants needed to synthesize it. (2) Given the product [Br:26][C:22]1[S:21][C:20]2[C:18](=[O:19])[N:17]([C:5]3[CH:6]=[CH:7][C:8]([O:9][CH2:10][CH2:11][N:12]4[CH2:16][CH2:15][CH2:14][CH2:13]4)=[C:3]([O:2][CH3:1])[CH:4]=3)[CH:27]=[N:25][C:24]=2[CH:23]=1, predict the reactants needed to synthesize it. The reactants are: [CH3:1][O:2][C:3]1[CH:4]=[C:5]([NH:17][C:18]([C:20]2[S:21][C:22]([Br:26])=[CH:23][C:24]=2[NH2:25])=[O:19])[CH:6]=[CH:7][C:8]=1[O:9][CH2:10][CH2:11][N:12]1[CH2:16][CH2:15][CH2:14][CH2:13]1.[CH2:27](O)C. (3) Given the product [F:19][C:20]1[CH:25]=[C:24]([F:26])[CH:23]=[CH:22][C:21]=1[C:2]1[C:10]2[N:9]3[CH2:11][CH2:12][CH2:13][NH:14][C:15](=[O:16])[C:8]3=[CH:7][C:6]=2[CH:5]=[C:4]([C:17]#[N:18])[CH:3]=1, predict the reactants needed to synthesize it. The reactants are: Br[C:2]1[C:10]2[N:9]3[CH2:11][CH2:12][CH2:13][NH:14][C:15](=[O:16])[C:8]3=[CH:7][C:6]=2[CH:5]=[C:4]([C:17]#[N:18])[CH:3]=1.[F:19][C:20]1[CH:25]=[C:24]([F:26])[CH:23]=[CH:22][C:21]=1B(O)O. (4) Given the product [CH:51]1([CH2:52][NH:56][C:59]2[CH:64]=[CH:63][N:62]=[C:61]([C:65]3[CH:66]=[N:67][C:68]([N:71]4[C:79]5[C:74](=[CH:75][CH:76]=[C:77]([C:80]([N:82]6[CH2:87][CH2:86][O:85][CH2:84][CH2:83]6)=[O:81])[CH:78]=5)[C:73]([S:88][CH3:89])=[CH:72]4)=[N:69][CH:70]=3)[CH:60]=2)[CH2:49][CH2:50]1, predict the reactants needed to synthesize it. The reactants are: C(=O)([O-])[O-].[Cs+].[Cs+].[CH:50]1[CH:49]=CC(P([C:50]2[C:49]([C:50]3[C:49](P(C4C=[CH:49][CH:50]=[CH:51][CH:52]=4)[C:50]4[CH:49]=CC=[CH:52][CH:51]=4)=CC=[C:52]4[C:51]=3[CH:52]=[CH:49][CH:50]=[CH:51]4)=[C:49]3[C:50]([CH:51]=[CH:52]C=C3)=[CH:52][CH:51]=2)[C:50]2[CH:49]=CC=[CH:52][CH:51]=2)=[CH:52][CH:51]=1.C1([NH:56]C)CC1.Cl[C:59]1[CH:64]=[CH:63][N:62]=[C:61]([C:65]2[CH:66]=[N:67][C:68]([N:71]3[C:79]4[C:74](=[CH:75][CH:76]=[C:77]([C:80]([N:82]5[CH2:87][CH2:86][O:85][CH2:84][CH2:83]5)=[O:81])[CH:78]=4)[C:73]([S:88][CH3:89])=[CH:72]3)=[N:69][CH:70]=2)[CH:60]=1. (5) The reactants are: [CH:1]1([C:4]2[O:8][N:7]=[C:6]([C:9]3[C:14]([Cl:15])=[CH:13][CH:12]=[CH:11][C:10]=3[Cl:16])[C:5]=2[CH2:17][O:18][CH:19]2[CH2:24][CH2:23][N:22]([C:25]3[S:26][C:27]4[CH:33]=[C:32]([C:34]#[N:35])[CH:31]=[CH:30][C:28]=4[N:29]=3)[CH2:21][CH2:20]2)[CH2:3][CH2:2]1.[N-:36]=[N+:37]=[N-:38].[Na+].[Cl-].[NH4+].CN1CCCC1. Given the product [N:35]1[NH:36][N:37]=[N:38][C:34]=1[C:32]1[CH:31]=[CH:30][C:28]2[N:29]=[C:25]([N:22]3[CH2:23][CH2:24][CH:19]([O:18][CH2:17][C:5]4[C:6]([C:9]5[C:14]([Cl:15])=[CH:13][CH:12]=[CH:11][C:10]=5[Cl:16])=[N:7][O:8][C:4]=4[CH:1]4[CH2:2][CH2:3]4)[CH2:20][CH2:21]3)[S:26][C:27]=2[CH:33]=1, predict the reactants needed to synthesize it. (6) Given the product [Cl:13][C:14]1[CH:19]=[CH:18][N:17]=[C:16]([CH:20]=[CH:5][C:6]([O:8][CH2:9][CH3:10])=[O:7])[CH:15]=1, predict the reactants needed to synthesize it. The reactants are: P([CH2:5][C:6]([O:8][CH2:9][CH3:10])=[O:7])(O)(O)=O.[H-].[Na+].[Cl:13][C:14]1[CH:19]=[CH:18][N:17]=[C:16]([CH:20]=O)[CH:15]=1.O.